This data is from Reaction yield outcomes from USPTO patents with 853,638 reactions. The task is: Predict the reaction yield, written as a fraction of the theoretical maximum amount of product (1.0 means a 100% yield; for example, 0.34 means a 34% yield). (1) The reactants are [OH:1][NH:2][C:3](=[O:9])[O:4][C:5]([CH3:8])([CH3:7])[CH3:6].C(N(CC)CC)C.[CH3:17][N:18]([CH3:22])[C:19](Cl)=[O:20]. The catalyst is C(OCC)C.C(Cl)Cl. The product is [CH3:17][N:18]([CH3:22])[C:19](=[O:20])[O:1][NH:2][C:3]([O:4][C:5]([CH3:8])([CH3:7])[CH3:6])=[O:9]. The yield is 0.780. (2) The yield is 0.260. The catalyst is O1CCCC1.O. The product is [C:1]([O:5][C:6]([NH:8][C@@:9]1([C:38]([O:40][C:41]([CH3:44])([CH3:43])[CH3:42])=[O:39])[C@H:14]([O:15][CH2:16][C:17]2[CH:22]=[CH:21][C:20]([Cl:23])=[C:19]([Cl:24])[CH:18]=2)[C@@H:13]([S:25][C:26]2[N:30]=[CH:29][N:28]([CH3:45])[N:27]=2)[C@@H:12]2[C@H:10]1[C@H:11]2[C:31]([O:33][C:34]([CH3:35])([CH3:37])[CH3:36])=[O:32])=[O:7])([CH3:4])([CH3:2])[CH3:3]. The reactants are [C:1]([O:5][C:6]([NH:8][C@@:9]1([C:38]([O:40][C:41]([CH3:44])([CH3:43])[CH3:42])=[O:39])[C@H:14]([O:15][CH2:16][C:17]2[CH:22]=[CH:21][C:20]([Cl:23])=[C:19]([Cl:24])[CH:18]=2)[C@@H:13]([S:25][C:26]2[N:30]=[CH:29][NH:28][N:27]=2)[C@@H:12]2[C@H:10]1[C@H:11]2[C:31]([O:33][C:34]([CH3:37])([CH3:36])[CH3:35])=[O:32])=[O:7])([CH3:4])([CH3:3])[CH3:2].[CH3:45]C(C)([O-])C.[K+].CI.Cl. (3) The reactants are [Br:1][C:2]1[CH:7]=[CH:6][C:5]([CH3:8])=[CH:4][C:3]=1I.C([Mg]Cl)(C)C.[F:15][CH2:16][C:17](=[O:20])[CH2:18][F:19].CC(=O)OCC. The catalyst is C1COCC1. The product is [Br:1][C:2]1[CH:7]=[CH:6][C:5]([CH3:8])=[CH:4][C:3]=1[C:17]([OH:20])([CH2:18][F:19])[CH2:16][F:15]. The yield is 0.530.